Dataset: Catalyst prediction with 721,799 reactions and 888 catalyst types from USPTO. Task: Predict which catalyst facilitates the given reaction. (1) Reactant: [H-].[Na+].[CH:3]1([N:7]2[CH2:12][CH2:11][CH:10]([OH:13])[CH2:9][CH2:8]2)[CH2:6][CH2:5][CH2:4]1.F[C:15]1[CH:20]=[CH:19][C:18]([N+:21]([O-:23])=[O:22])=[CH:17][CH:16]=1. Product: [CH:3]1([N:7]2[CH2:8][CH2:9][CH:10]([O:13][C:15]3[CH:20]=[CH:19][C:18]([N+:21]([O-:23])=[O:22])=[CH:17][CH:16]=3)[CH2:11][CH2:12]2)[CH2:6][CH2:5][CH2:4]1. The catalyst class is: 9. (2) Reactant: [CH3:1][O:2][C:3](=[O:12])[C:4]1[CH:9]=[CH:8][C:7]([NH2:10])=[C:6]([NH2:11])[CH:5]=1.C1C[O:16][CH2:15]C1.C(C1NC=CN=1)(C1NC=CN=1)=O.Cl. Product: [CH3:1][O:2][C:3]([C:4]1[CH:9]=[CH:8][C:7]2[NH:10][C:15](=[O:16])[NH:11][C:6]=2[CH:5]=1)=[O:12]. The catalyst class is: 6.